The task is: Predict the product of the given reaction.. This data is from Forward reaction prediction with 1.9M reactions from USPTO patents (1976-2016). (1) The product is: [F:1][C:2]1[CH:7]=[CH:6][C:5]([CH3:8])=[CH:4][C:3]=1[NH:9][C:10]1[N:15]2[N:16]=[CH:17][C:18]([C:19]([NH:43][S:40]([CH2:38][CH3:39])(=[O:42])=[O:41])=[O:20])=[C:14]2[N:13]=[CH:12][C:11]=1[C:22]([N:24]1[CH2:25][CH2:26][C:27]2([C:37]3[C:32](=[CH:33][CH:34]=[CH:35][CH:36]=3)[CH2:31][CH2:30]2)[CH2:28][CH2:29]1)=[O:23]. Given the reactants [F:1][C:2]1[CH:7]=[CH:6][C:5]([CH3:8])=[CH:4][C:3]=1[NH:9][C:10]1[N:15]2[N:16]=[CH:17][C:18]([C:19](O)=[O:20])=[C:14]2[N:13]=[CH:12][C:11]=1[C:22]([N:24]1[CH2:29][CH2:28][C:27]2([C:37]3[C:32](=[CH:33][CH:34]=[CH:35][CH:36]=3)[CH2:31][CH2:30]2)[CH2:26][CH2:25]1)=[O:23].[CH2:38]([S:40]([NH2:43])(=[O:42])=[O:41])[CH3:39], predict the reaction product. (2) Given the reactants [NH2:1][C:2]1[N:7]=[C:6]([NH2:8])[C:5]([CH2:9][C:10]2[CH:18]=[C:17]3[C:13]([C:14]([CH2:21]N4CCOCC4)=[CH:15][N:16]3[CH2:19][CH3:20])=[C:12]([O:28][S:29]([CH:32]([CH3:34])[CH3:33])(=[O:31])=[O:30])[CH:11]=2)=[CH:4][N:3]=1.Cl, predict the reaction product. The product is: [NH2:1][C:2]1[N:7]=[C:6]([NH2:8])[C:5]([CH2:9][C:10]2[CH:18]=[C:17]3[C:13]([C:14]([CH3:21])=[CH:15][N:16]3[CH2:19][CH3:20])=[C:12]([O:28][S:29]([CH:32]([CH3:33])[CH3:34])(=[O:31])=[O:30])[CH:11]=2)=[CH:4][N:3]=1.